Dataset: Forward reaction prediction with 1.9M reactions from USPTO patents (1976-2016). Task: Predict the product of the given reaction. (1) Given the reactants [NH2:1][C:2]1[C:11]2[CH:10]=[CH:9][CH:8]=[C:7](Br)[C:6]=2[N:5]=[C:4]2[CH2:13][N:14]([CH:17]3[CH2:20][CH2:19][CH2:18]3)[C:15](=[O:16])[C:3]=12.[F:21][C:22]1[C:27]([Sn](CCCC)(CCCC)CCCC)=[N:26][CH:25]=[CH:24][N:23]=1, predict the reaction product. The product is: [NH2:1][C:2]1[C:11]2[CH:10]=[CH:9][CH:8]=[C:7]([C:27]3[C:22]([F:21])=[N:23][CH:24]=[CH:25][N:26]=3)[C:6]=2[N:5]=[C:4]2[CH2:13][N:14]([CH:17]3[CH2:20][CH2:19][CH2:18]3)[C:15](=[O:16])[C:3]=12. (2) Given the reactants CC1C=CC(S(O[C:12]2[C:21]3[C:20](=[O:22])[N:19]([CH2:23][C:24]4[CH:29]=[CH:28][C:27]([O:30][CH3:31])=[CH:26][CH:25]=4)[C:18](=[O:32])[N:17]([C:33]4[CH:38]=[CH:37][C:36]([I:39])=[CH:35][C:34]=4[F:40])[C:16]=3[N:15]([CH3:41])[C:14](=[O:42])[C:13]=2[CH3:43])(=O)=O)=CC=1.N1C(C)=CC=CC=1C.[NH2:52][C:53]1[CH:54]=[C:55]([CH:60]=[CH:61][CH:62]=1)[C:56]([O:58][CH3:59])=[O:57].O, predict the reaction product. The product is: [F:40][C:34]1[CH:35]=[C:36]([I:39])[CH:37]=[CH:38][C:33]=1[N:17]1[C:16]2[N:15]([CH3:41])[C:14](=[O:42])[C:13]([CH3:43])=[C:12]([NH:52][C:53]3[CH:54]=[C:55]([CH:60]=[CH:61][CH:62]=3)[C:56]([O:58][CH3:59])=[O:57])[C:21]=2[C:20](=[O:22])[N:19]([CH2:23][C:24]2[CH:25]=[CH:26][C:27]([O:30][CH3:31])=[CH:28][CH:29]=2)[C:18]1=[O:32]. (3) Given the reactants [Cl:1][C:2]1[CH:3]=[CH:4][C:5]([O:17][C:18]([CH3:36])([C:20]2[N:24]([CH3:25])[C:23]([C:26]3[CH:31]=[CH:30][CH:29]=[CH:28][C:27]=3[C:32]([F:35])([F:34])[F:33])=[N:22][N:21]=2)[CH3:19])=[C:6]([CH:16]=1)[C:7]([NH:9][CH2:10][C:11]([O:13]CC)=O)=[O:8].[CH:37]1([NH2:40])[CH2:39][CH2:38]1.C(=O)([O-])[O-].[K+].[K+].[OH-].[Na+].Cl, predict the reaction product. The product is: [Cl:1][C:2]1[CH:3]=[CH:4][C:5]([O:17][C:18]([CH3:36])([C:20]2[N:24]([CH3:25])[C:23]([C:26]3[CH:31]=[CH:30][CH:29]=[CH:28][C:27]=3[C:32]([F:34])([F:33])[F:35])=[N:22][N:21]=2)[CH3:19])=[C:6]([CH:16]=1)[C:7]([NH:9][CH2:10][C:11]([NH:40][CH:37]1[CH2:39][CH2:38]1)=[O:13])=[O:8]. (4) Given the reactants COC(=O)COC1C=CC(CN2C3C(=CC(N)=CC=3)C=C2)=CC=1.[CH3:24][O:25][C:26](=[O:59])[CH2:27][O:28][C:29]1[CH:34]=[CH:33][C:32]([CH2:35][N:36]2[C:44]3[C:39](=[CH:40][C:41]([NH:45][S:46]([C:49]4[CH:54]=[CH:53][C:52]([C:55]([CH3:58])([CH3:57])[CH3:56])=[CH:51][CH:50]=4)(=[O:48])=[O:47])=[CH:42][CH:43]=3)[CH:38]=[CH:37]2)=[CH:31][CH:30]=1, predict the reaction product. The product is: [CH3:24][O:25][C:26](=[O:59])[CH2:27][O:28][C:29]1[CH:34]=[CH:33][C:32]([CH2:35][N:36]2[C:44]3[C:39](=[CH:40][C:41]([NH:45][S:46]([C:49]4[CH:50]=[CH:51][C:52]([C:55]([CH3:57])([CH3:56])[CH3:58])=[CH:53][CH:54]=4)(=[O:48])=[O:47])=[CH:42][CH:43]=3)[CH:38]=[CH:37]2)=[CH:31][CH:30]=1.[C:55]([C:52]1[CH:51]=[CH:50][C:49]([S:46]([NH:45][C:41]2[CH:40]=[C:39]3[C:44](=[CH:43][CH:42]=2)[N:36]([CH2:35][C:32]2[CH:31]=[CH:30][C:29]([O:28][CH2:27][C:26]([OH:59])=[O:25])=[CH:34][CH:33]=2)[CH:37]=[CH:38]3)(=[O:47])=[O:48])=[CH:54][CH:53]=1)([CH3:58])([CH3:56])[CH3:57].